From a dataset of Full USPTO retrosynthesis dataset with 1.9M reactions from patents (1976-2016). Predict the reactants needed to synthesize the given product. (1) Given the product [Cl:17][CH2:2][CH2:3][N:4]([C:8]1[CH:13]=[CH:12][C:11]([F:14])=[CH:10][CH:9]=1)[CH2:5][CH2:24][Cl:26], predict the reactants needed to synthesize it. The reactants are: O[CH2:2][CH2:3][N:4]([C:8]1[CH:13]=[CH:12][C:11]([F:14])=[CH:10][CH:9]=1)[CH2:5]CO.S(Cl)([Cl:17])=O.C(=O)([O-])O.[Na+].[CH2:24]([Cl:26])Cl. (2) Given the product [Br:23][C:19]1[C:20](=[O:22])[CH2:21][C:5]2([CH2:1][CH2:2][CH2:3][CH3:4])[CH2:14][CH2:13][C:12]3[C:7](=[CH:8][C:9]([F:18])=[C:10]([OH:16])[C:11]=3[Cl:15])[C:6]=12, predict the reactants needed to synthesize it. The reactants are: [CH2:1]([C:5]12[CH2:21][C:20](=[O:22])[CH:19]=[C:6]1[C:7]1[C:12]([CH2:13][CH2:14]2)=[C:11]([Cl:15])[C:10]([O:16]C)=[C:9]([F:18])[CH:8]=1)[CH2:2][CH2:3][CH3:4].[Br:23]N1C(=O)CCC1=O.[Cl-].[Li+]. (3) Given the product [C:1]([C:5]1[CH:10]=[CH:9][CH:8]=[CH:7][C:6]=1[C:11]1[C:19]2[C:14](=[CH:15][CH:16]=[CH:17][CH:18]=2)[N:13]([C:31]([NH:30][C:33]2[CH:38]=[CH:37][C:36]([CH3:39])=[CH:35][CH:34]=2)=[O:32])[CH:12]=1)([CH3:4])([CH3:2])[CH3:3], predict the reactants needed to synthesize it. The reactants are: [C:1]([C:5]1[CH:10]=[CH:9][CH:8]=[CH:7][C:6]=1[C:11]1[C:19]2[C:14](=[CH:15][CH:16]=[CH:17][CH:18]=2)[NH:13][CH:12]=1)([CH3:4])([CH3:3])[CH3:2].C[Si]([N-][Si](C)(C)C)(C)C.[Na+].[N:30]([C:33]1[CH:38]=[CH:37][C:36]([CH3:39])=[CH:35][CH:34]=1)=[C:31]=[O:32].C(O)(=O)C.